From a dataset of Aqueous solubility values for 9,982 compounds from the AqSolDB database. Regression/Classification. Given a drug SMILES string, predict its absorption, distribution, metabolism, or excretion properties. Task type varies by dataset: regression for continuous measurements (e.g., permeability, clearance, half-life) or binary classification for categorical outcomes (e.g., BBB penetration, CYP inhibition). For this dataset (solubility_aqsoldb), we predict Y. (1) The Y is -1.16 log mol/L. The molecule is CC(C)(NC(N)=O)C(=O)O. (2) The drug is Cc1ccc2c(ccc3c4c5c(cccc5cc32)CC4)c1. The Y is -7.92 log mol/L.